Dataset: NCI-60 drug combinations with 297,098 pairs across 59 cell lines. Task: Regression. Given two drug SMILES strings and cell line genomic features, predict the synergy score measuring deviation from expected non-interaction effect. (1) Drug 1: CN(CC1=CN=C2C(=N1)C(=NC(=N2)N)N)C3=CC=C(C=C3)C(=O)NC(CCC(=O)O)C(=O)O. Drug 2: CCC(=C(C1=CC=CC=C1)C2=CC=C(C=C2)OCCN(C)C)C3=CC=CC=C3.C(C(=O)O)C(CC(=O)O)(C(=O)O)O. Cell line: SK-OV-3. Synergy scores: CSS=9.54, Synergy_ZIP=0.494, Synergy_Bliss=-0.206, Synergy_Loewe=-21.6, Synergy_HSA=-1.25. (2) Drug 1: CC12CCC3C(C1CCC2=O)CC(=C)C4=CC(=O)C=CC34C. Drug 2: CN1C2=C(C=C(C=C2)N(CCCl)CCCl)N=C1CCCC(=O)O.Cl. Cell line: HOP-62. Synergy scores: CSS=49.5, Synergy_ZIP=0.498, Synergy_Bliss=0.875, Synergy_Loewe=-1.36, Synergy_HSA=-1.56. (3) Drug 1: C1CCN(CC1)CCOC2=CC=C(C=C2)C(=O)C3=C(SC4=C3C=CC(=C4)O)C5=CC=C(C=C5)O. Drug 2: C1CC(=O)NC(=O)C1N2CC3=C(C2=O)C=CC=C3N. Cell line: EKVX. Synergy scores: CSS=1.04, Synergy_ZIP=-0.932, Synergy_Bliss=-0.264, Synergy_Loewe=-0.876, Synergy_HSA=-0.873. (4) Drug 1: CC1=CC2C(CCC3(C2CCC3(C(=O)C)OC(=O)C)C)C4(C1=CC(=O)CC4)C. Drug 2: C1=CN(C=N1)CC(O)(P(=O)(O)O)P(=O)(O)O. Cell line: SW-620. Synergy scores: CSS=14.5, Synergy_ZIP=0.561, Synergy_Bliss=11.0, Synergy_Loewe=9.53, Synergy_HSA=8.42. (5) Drug 2: CC1C(C(=O)NC(C(=O)N2CCCC2C(=O)N(CC(=O)N(C(C(=O)O1)C(C)C)C)C)C(C)C)NC(=O)C3=C4C(=C(C=C3)C)OC5=C(C(=O)C(=C(C5=N4)C(=O)NC6C(OC(=O)C(N(C(=O)CN(C(=O)C7CCCN7C(=O)C(NC6=O)C(C)C)C)C)C(C)C)C)N)C. Synergy scores: CSS=5.11, Synergy_ZIP=0.398, Synergy_Bliss=5.49, Synergy_Loewe=6.53, Synergy_HSA=6.40. Drug 1: C1CC(=O)NC(=O)C1N2CC3=C(C2=O)C=CC=C3N. Cell line: CAKI-1. (6) Drug 2: CC1=C2C(C(=O)C3(C(CC4C(C3C(C(C2(C)C)(CC1OC(=O)C(C(C5=CC=CC=C5)NC(=O)C6=CC=CC=C6)O)O)OC(=O)C7=CC=CC=C7)(CO4)OC(=O)C)O)C)OC(=O)C. Cell line: OVCAR3. Synergy scores: CSS=53.1, Synergy_ZIP=-1.85, Synergy_Bliss=-2.30, Synergy_Loewe=-25.8, Synergy_HSA=-1.23. Drug 1: CC12CCC3C(C1CCC2=O)CC(=C)C4=CC(=O)C=CC34C. (7) Drug 1: C1CCC(C(C1)N)N.C(=O)(C(=O)[O-])[O-].[Pt+4]. Drug 2: CCC1(C2=C(COC1=O)C(=O)N3CC4=CC5=C(C=CC(=C5CN(C)C)O)N=C4C3=C2)O.Cl. Cell line: HOP-62. Synergy scores: CSS=39.1, Synergy_ZIP=-4.50, Synergy_Bliss=-3.81, Synergy_Loewe=-2.38, Synergy_HSA=-0.395. (8) Drug 1: CC(C)(C#N)C1=CC(=CC(=C1)CN2C=NC=N2)C(C)(C)C#N. Drug 2: N.N.Cl[Pt+2]Cl. Cell line: M14. Synergy scores: CSS=14.6, Synergy_ZIP=-7.46, Synergy_Bliss=-0.570, Synergy_Loewe=-0.764, Synergy_HSA=-0.858.